This data is from Reaction yield outcomes from USPTO patents with 853,638 reactions. The task is: Predict the reaction yield, written as a fraction of the theoretical maximum amount of product (1.0 means a 100% yield; for example, 0.34 means a 34% yield). The reactants are [CH3:1][O:2][C:3]1[C:11]([O:12][C@@H:13]2[CH2:18][CH2:17][CH2:16][C@H:15]([NH2:19])[CH2:14]2)=[CH:10][CH:9]=[C:8]2[C:4]=1[CH:5]=[N:6][NH:7]2.[C:20](O)(=[O:23])[CH2:21][CH3:22].C(N(CC)CC)C.Cl.C(N=C=NCCCN(C)C)C.ON1C2C=CC=CC=2N=N1. The catalyst is CN(C)C=O.O. The product is [CH3:1][O:2][C:3]1[C:11]([O:12][C@@H:13]2[CH2:18][CH2:17][CH2:16][C@H:15]([NH:19][C:20](=[O:23])[CH2:21][CH3:22])[CH2:14]2)=[CH:10][CH:9]=[C:8]2[C:4]=1[CH:5]=[N:6][NH:7]2. The yield is 1.16.